This data is from Reaction yield outcomes from USPTO patents with 853,638 reactions. The task is: Predict the reaction yield, written as a fraction of the theoretical maximum amount of product (1.0 means a 100% yield; for example, 0.34 means a 34% yield). (1) The yield is 0.630. The product is [CH2:38]([O:39][C:40](=[O:35])[C:14]([CH3:15])([CH3:16])[CH2:18][C:19]1[CH:24]=[CH:23][CH:22]=[C:21]([C:25](=[O:26])[C:27]2[CH:32]=[CH:31][CH:30]=[C:29]([CH2:33][C:2]([C:1]([O:6][CH2:7][CH3:8])=[O:5])([CH3:4])[CH3:3])[CH:28]=2)[CH:20]=1)[CH3:37]. No catalyst specified. The reactants are [C:1]([O:6][CH2:7][CH3:8])(=[O:5])[CH:2]([CH3:4])[CH3:3].[Li+].CC([N-][CH:14]([CH3:16])[CH3:15])C.Br[CH2:18][C:19]1[CH:20]=[C:21]([C:25]([C:27]2[CH:32]=[CH:31][CH:30]=[C:29]([CH2:33]Br)[CH:28]=2)=[O:26])[CH:22]=[CH:23][CH:24]=1.[OH2:35].C1[CH2:40][O:39][CH2:38][CH2:37]1. (2) The reactants are [Br:1][C:2]1[CH:3]=[C:4]([NH:9][C:10]([C:13]2[C:17]([NH:18][CH2:19][CH2:20][O:21][CH3:22])=[N:16][O:15][N:14]=2)=[N:11][OH:12])[CH:5]=[CH:6][C:7]=1[F:8].[C:23](N1C=CN=C1)(N1C=CN=C1)=[O:24]. The catalyst is C(OCC)(=O)C. The product is [Br:1][C:2]1[CH:3]=[C:4]([N:9]2[C:23](=[O:24])[O:12][N:11]=[C:10]2[C:13]2[C:17]([NH:18][CH2:19][CH2:20][O:21][CH3:22])=[N:16][O:15][N:14]=2)[CH:5]=[CH:6][C:7]=1[F:8]. The yield is 0.980. (3) The reactants are Br[C:2]1[CH:7]=[CH:6][C:5]([CH2:8][N:9]2[CH2:14][CH2:13][N:12]([C:15]([O:17][C:18]([CH3:21])([CH3:20])[CH3:19])=[O:16])[CH2:11][CH2:10]2)=[C:4]([F:22])[CH:3]=1.[CH3:23][C:24]1[CH:29]=[C:28](B(O)O)[CH:27]=[CH:26][N:25]=1.C(=O)([O-])[O-].[K+].[K+].O1CCOCC1. The catalyst is C1C=CC([P]([Pd]([P](C2C=CC=CC=2)(C2C=CC=CC=2)C2C=CC=CC=2)([P](C2C=CC=CC=2)(C2C=CC=CC=2)C2C=CC=CC=2)[P](C2C=CC=CC=2)(C2C=CC=CC=2)C2C=CC=CC=2)(C2C=CC=CC=2)C2C=CC=CC=2)=CC=1.O. The product is [F:22][C:4]1[CH:3]=[C:2]([C:28]2[CH:27]=[CH:26][N:25]=[C:24]([CH3:23])[CH:29]=2)[CH:7]=[CH:6][C:5]=1[CH2:8][N:9]1[CH2:14][CH2:13][N:12]([C:15]([O:17][C:18]([CH3:21])([CH3:20])[CH3:19])=[O:16])[CH2:11][CH2:10]1. The yield is 0.580. (4) The reactants are [Br:1][C:2]1[CH:3]=[C:4]2[C:9](=[CH:10][CH:11]=1)[O:8][CH:7]=[C:6]([CH:12]=O)[C:5]2=[O:14].[CH2:15]([O:17][C:18]([C:20]#[C:21][C:22]([O:24][CH2:25][CH3:26])=[O:23])=[O:19])[CH3:16].C1(P(C2C=CC=CC=2)C2C=CC=CC=2)C=CC=CC=1.[CH3:46][O:47][C:48]1[CH:59]=[C:58]2[C:51]([NH:52][CH:53]=[C:54]2[CH2:55][CH2:56][NH2:57])=[CH:50][CH:49]=1. The catalyst is C1(C)C=CC=CC=1. The product is [CH2:25]([O:24][C:22]([C:21]1[C:20]2([C:18]([O:17][CH2:15][CH3:16])=[O:19])[N:57]([CH2:56][CH2:55][C:54]3[C:58]4[C:51](=[CH:50][CH:49]=[C:48]([O:47][CH3:46])[CH:59]=4)[NH:52][C:53]=32)[CH:7]=[C:6]([C:5](=[O:14])[C:4]2[CH:3]=[C:2]([Br:1])[CH:11]=[CH:10][C:9]=2[OH:8])[CH:12]=1)=[O:23])[CH3:26]. The yield is 0.540. (5) The reactants are [CH3:1][O:2][C:3](=[O:24])[CH:4]([N:16]1[CH2:21][CH2:20][NH:19][CH:18]([CH2:22][CH3:23])[CH2:17]1)[CH2:5][C:6]1[CH:15]=[CH:14][C:13]2[C:8](=[CH:9][CH:10]=[CH:11][CH:12]=2)[CH:7]=1.[CH3:25][C:26]([O:29][C:30]([NH:32][C@@H:33]([C:42](O)=[O:43])[CH2:34][C:35]1[CH:40]=[CH:39][C:38]([Cl:41])=[CH:37][CH:36]=1)=[O:31])([CH3:28])[CH3:27].F[P-](F)(F)(F)(F)F.N1(OC(N(C)C)=[N+](C)C)C2N=CC=CC=2N=N1.CN1CCOCC1. The catalyst is CN(C=O)C.O.CCOC(C)=O. The product is [CH3:1][O:2][C:3](=[O:24])[CH:4]([N:16]1[CH2:21][CH2:20][N:19]([C:42](=[O:43])[CH:33]([NH:32][C:30]([O:29][C:26]([CH3:27])([CH3:25])[CH3:28])=[O:31])[CH2:34][C:35]2[CH:36]=[CH:37][C:38]([Cl:41])=[CH:39][CH:40]=2)[CH:18]([CH2:22][CH3:23])[CH2:17]1)[CH2:5][C:6]1[CH:15]=[CH:14][C:13]2[C:8](=[CH:9][CH:10]=[CH:11][CH:12]=2)[CH:7]=1. The yield is 1.00. (6) The reactants are Br[C:2]1[CH:6]=[CH:5][O:4][CH:3]=1.[CH:7]([C:9]1[CH:14]=[CH:13][C:12](B(O)O)=[CH:11][CH:10]=1)=[O:8].C(#N)C.C(=O)([O-])[O-].[Na+].[Na+]. The catalyst is Cl[Pd](Cl)([P](C1C=CC=CC=1)(C1C=CC=CC=1)C1C=CC=CC=1)[P](C1C=CC=CC=1)(C1C=CC=CC=1)C1C=CC=CC=1.C(OCC)(=O)C. The product is [O:4]1[CH:5]=[CH:6][C:2]([C:12]2[CH:13]=[CH:14][C:9]([CH:7]=[O:8])=[CH:10][CH:11]=2)=[CH:3]1. The yield is 0.600. (7) The reactants are CS[C:3]1[NH:4][C:5](=[O:14])[C:6]([C:9]([O:11][CH2:12][CH3:13])=[O:10])=[CH:7][N:8]=1.[C:15]1([C:22]2[CH:27]=[CH:26][CH:25]=[CH:24][CH:23]=2)[CH:20]=[CH:19][C:18]([NH2:21])=[CH:17][CH:16]=1. The catalyst is C(O)C. The product is [C:15]1([C:22]2[CH:27]=[CH:26][CH:25]=[CH:24][CH:23]=2)[CH:16]=[CH:17][C:18]([NH:21][C:3]2[NH:4][C:5](=[O:14])[C:6]([C:9]([O:11][CH2:12][CH3:13])=[O:10])=[CH:7][N:8]=2)=[CH:19][CH:20]=1. The yield is 0.400.